This data is from TCR-epitope binding with 47,182 pairs between 192 epitopes and 23,139 TCRs. The task is: Binary Classification. Given a T-cell receptor sequence (or CDR3 region) and an epitope sequence, predict whether binding occurs between them. (1) The epitope is ELAGIGILTV. The TCR CDR3 sequence is CASSLDPGGNGYTF. Result: 1 (the TCR binds to the epitope). (2) The epitope is QARQMVQAMRTIGTHP. The TCR CDR3 sequence is CASSLLQGAESPLHF. Result: 0 (the TCR does not bind to the epitope). (3) The TCR CDR3 sequence is CASSDYDREANEQYF. The epitope is FLNRFTTTL. Result: 1 (the TCR binds to the epitope). (4) The epitope is QECVRGTTVL. The TCR CDR3 sequence is CASSLYQGIEQYF. Result: 0 (the TCR does not bind to the epitope). (5) The epitope is GTITSGWTF. The TCR CDR3 sequence is CASSQVAGGTATQYF. Result: 0 (the TCR does not bind to the epitope). (6) The epitope is KAYNVTQAF. The TCR CDR3 sequence is CASSQGGQYEQYF. Result: 0 (the TCR does not bind to the epitope).